From a dataset of Forward reaction prediction with 1.9M reactions from USPTO patents (1976-2016). Predict the product of the given reaction. (1) Given the reactants [CH3:1][C:2]1[CH:7]=[CH:6][C:5]([S:8]([N:11]2[C:19]3[C:14](=[CH:15][CH:16]=[CH:17][CH:18]=3)[C:13](B(O)O)=[CH:12]2)(=[O:10])=[O:9])=[CH:4][CH:3]=1.Cl[C:24]1[N:29]=[C:28]([NH2:30])[N:27]=[C:26]([NH:31][CH:32]2[CH2:35][CH2:34][CH2:33]2)[CH:25]=1, predict the reaction product. The product is: [CH:32]1([NH:31][C:26]2[CH:25]=[C:24]([C:13]3[C:14]4[C:19](=[CH:18][CH:17]=[CH:16][CH:15]=4)[N:11]([S:8]([C:5]4[CH:6]=[CH:7][C:2]([CH3:1])=[CH:3][CH:4]=4)(=[O:10])=[O:9])[CH:12]=3)[N:29]=[C:28]([NH2:30])[N:27]=2)[CH2:35][CH2:34][CH2:33]1. (2) Given the reactants CCN(C(C)C)C(C)C.C1C=CC2N(O)N=NC=2C=1.C(OC([NH:27][C@H:28]([C:31]([OH:33])=O)[CH2:29][OH:30])=O)(C)(C)C.CCN=C=NCCCN(C)C.Cl.[Cl:46][C:47]1[CH:48]=[C:49]2[C:53](=[CH:54][CH:55]=1)[NH:52][C:51]([C:56]([NH:58][C@@H:59]1[CH2:67][C:66]3[C:61](=[CH:62][CH:63]=[CH:64][CH:65]=3)[C@H:60]1[NH:68][CH3:69])=[O:57])=[CH:50]2, predict the reaction product. The product is: [ClH:46].[Cl:46][C:47]1[CH:48]=[C:49]2[C:53](=[CH:54][CH:55]=1)[NH:52][C:51]([C:56]([NH:58][C@@H:59]1[CH2:67][C:66]3[C:61](=[CH:62][CH:63]=[CH:64][CH:65]=3)[C@H:60]1[N:68]([CH3:69])[C:31](=[O:33])[C@H:28]([CH2:29][OH:30])[NH2:27])=[O:57])=[CH:50]2. (3) Given the reactants [CH3:1][C:2]1[CH:3]=[C:4]([OH:11])[CH:5]=[CH:6][C:7]=1[N+:8]([O-:10])=[O:9].CC1C=CC(S(O[CH2:23][CH2:24][F:25])(=O)=O)=CC=1.C([O-])([O-])=O.[K+].[K+].O, predict the reaction product. The product is: [F:25][CH2:24][CH2:23][O:11][C:4]1[CH:5]=[CH:6][C:7]([N+:8]([O-:10])=[O:9])=[C:2]([CH3:1])[CH:3]=1. (4) Given the reactants Br[C:2]1[CH:3]=[C:4]([O:11][CH2:12][CH3:13])[C:5]([OH:10])=[C:6]([CH:9]=1)[CH:7]=[O:8].[C:14]1(B(O)O)[CH:19]=[CH:18][CH:17]=[CH:16][CH:15]=1, predict the reaction product. The product is: [CH2:12]([O:11][C:4]1[C:5]([OH:10])=[C:6]([CH:7]=[O:8])[CH:9]=[C:2]([C:14]2[CH:19]=[CH:18][CH:17]=[CH:16][CH:15]=2)[CH:3]=1)[CH3:13]. (5) Given the reactants C[O:2][C:3]([C:5]1[C:6]([OH:31])=[C:7]2[C:12](=[C:13]([C:15]#[N:16])[N:14]=1)[N:11]([CH2:17][C:18]1[CH:23]=[CH:22][CH:21]=[CH:20][CH:19]=1)[C:10](=[O:24])[C:9]([C:25]1[CH:30]=[CH:29][CH:28]=[CH:27][CH:26]=1)=[CH:8]2)=O.[NH2:32][CH2:33][C:34]1[CH:39]=[CH:38][N:37]=[CH:36][CH:35]=1.CC(O)=O.O, predict the reaction product. The product is: [N:37]1[CH:38]=[CH:39][C:34]([CH2:33][NH:32][C:3]([C:5]2[C:6]([OH:31])=[C:7]3[C:12](=[C:13]([C:15]#[N:16])[N:14]=2)[N:11]([CH2:17][C:18]2[CH:19]=[CH:20][CH:21]=[CH:22][CH:23]=2)[C:10](=[O:24])[C:9]([C:25]2[CH:30]=[CH:29][CH:28]=[CH:27][CH:26]=2)=[CH:8]3)=[O:2])=[CH:35][CH:36]=1.